Dataset: Forward reaction prediction with 1.9M reactions from USPTO patents (1976-2016). Task: Predict the product of the given reaction. (1) Given the reactants [NH2:1][CH2:2][CH2:3][CH2:4][N:5]([C:19]1[CH:24]=[CH:23][CH:22]=[C:21]([Cl:25])[CH:20]=1)[CH:6]1[CH2:11][CH2:10][CH2:9][N:8]([C:12]([O:14][C:15]([CH3:18])([CH3:17])[CH3:16])=[O:13])[CH2:7]1.CCN(CC)CC.Cl[C:34]([O:36][CH3:37])=[O:35].O, predict the reaction product. The product is: [CH3:37][O:36][C:34]([NH:1][CH2:2][CH2:3][CH2:4][N:5]([C:19]1[CH:24]=[CH:23][CH:22]=[C:21]([Cl:25])[CH:20]=1)[CH:6]1[CH2:11][CH2:10][CH2:9][N:8]([C:12]([O:14][C:15]([CH3:16])([CH3:17])[CH3:18])=[O:13])[CH2:7]1)=[O:35].[C:15]([O:14][C:12]([N:8]1[CH2:9][CH2:10][CH2:11][CH2:6][CH2:7]1)=[O:13])([CH3:18])([CH3:16])[CH3:17]. (2) Given the reactants [C:1]([OH:9])(=[O:8])[C:2]1[CH:7]=[CH:6][CH:5]=[N:4][CH:3]=1.C(=O)(O)[O-].[Na+].S([O-])([O-])(=O)=O.C([N+](CCCC)(CCCC)CCCC)CCC.C([N+](CCCC)(CCCC)CCCC)CCC.[Cl:54][CH2:55]S(Cl)(=O)=O, predict the reaction product. The product is: [Cl:54][CH2:55][O:8][C:1]([C:2]1[CH:3]=[N:4][CH:5]=[CH:6][CH:7]=1)=[O:9]. (3) Given the reactants [C:1]([O:4][CH2:5][CH:6]([N:9]=[N+:10]=[N-:11])[CH2:7][OH:8])(=[O:3])[CH3:2].[C:12]([N:15]1[CH:19]=[CH:18][N:17]=[C:16]1[N+:20]([O-:22])=[O:21])#[C:13][CH3:14], predict the reaction product. The product is: [C:1]([O:4][CH2:5][CH:6]([N:9]1[CH:14]=[C:13]([CH2:12][N:15]2[CH:19]=[CH:18][N:17]=[C:16]2[N+:20]([O-:22])=[O:21])[N:11]=[N:10]1)[CH2:7][OH:8])(=[O:3])[CH3:2].